This data is from Full USPTO retrosynthesis dataset with 1.9M reactions from patents (1976-2016). The task is: Predict the reactants needed to synthesize the given product. (1) Given the product [C:1]([O:5][C:6]([N:8]1[CH2:13][CH2:12][CH:11]([O:14][C:15]2[CH:20]=[C:19]([NH2:21])[CH:18]=[CH:17][N:16]=2)[CH2:10][CH2:9]1)=[O:7])([CH3:4])([CH3:2])[CH3:3], predict the reactants needed to synthesize it. The reactants are: [C:1]([O:5][C:6]([N:8]1[CH2:13][CH2:12][CH:11]([O:14][C:15]2[CH:20]=[C:19]([N+:21]([O-])=O)[CH:18]=[CH:17][N:16]=2)[CH2:10][CH2:9]1)=[O:7])([CH3:4])([CH3:3])[CH3:2].[H][H]. (2) The reactants are: C([O:3][C:4]([C:6]1[NH:7][N:8]=[C:9]([C:13]2[S:14][CH:15]=[CH:16][CH:17]=2)[C:10]=1[C:11]#[N:12])=[O:5])C.[H-].[Na+].Br[CH2:21][C:22]1[CH:26]=[C:25]([C:27]2[S:28][C:29]([Cl:32])=[CH:30][CH:31]=2)[O:24][N:23]=1.[OH-].[Na+]. Given the product [Cl:32][C:29]1[S:28][C:27]([C:25]2[O:24][N:23]=[C:22]([CH2:21][N:7]3[C:6]([C:4]([OH:3])=[O:5])=[C:10]([C:11]#[N:12])[C:9]([C:13]4[S:14][CH:15]=[CH:16][CH:17]=4)=[N:8]3)[CH:26]=2)=[CH:31][CH:30]=1, predict the reactants needed to synthesize it. (3) Given the product [CH3:1][O:2][C:3](=[O:19])[C:4]1[CH:9]=[CH:8][C:7]([O:10][CH2:20][C:21]2[CH:26]=[CH:25][CH:24]=[CH:23][CH:22]=2)=[C:6]([C:11]([C:13]2[CH:14]=[CH:15][CH:16]=[CH:17][CH:18]=2)=[CH2:12])[CH:5]=1, predict the reactants needed to synthesize it. The reactants are: [CH3:1][O:2][C:3](=[O:19])[C:4]1[CH:9]=[CH:8][C:7]([OH:10])=[C:6]([C:11]([C:13]2[CH:18]=[CH:17][CH:16]=[CH:15][CH:14]=2)=[CH2:12])[CH:5]=1.[CH2:20](Br)[C:21]1[CH:26]=[CH:25][CH:24]=[CH:23][CH:22]=1.CC(C)=O. (4) Given the product [ClH:16].[Cl:16][C:17]1[CH:22]=[C:21]([NH:14][C:9]2[N:8]=[C:7]([C:6]3[N:2]([CH3:1])[C:3]([CH3:15])=[N:4][CH:5]=3)[C:12]([F:13])=[CH:11][N:10]=2)[CH:20]=[N:19][C:18]=1[C:24]([N:26]1[CH2:31][CH2:30][CH2:29][CH2:28][CH2:27]1)=[O:25], predict the reactants needed to synthesize it. The reactants are: [CH3:1][N:2]1[C:6]([C:7]2[C:12]([F:13])=[CH:11][N:10]=[C:9]([NH2:14])[N:8]=2)=[CH:5][N:4]=[C:3]1[CH3:15].[Cl:16][C:17]1[C:18]([C:24]([N:26]2[CH2:31][CH2:30][CH2:29][CH2:28][CH2:27]2)=[O:25])=[N:19][CH:20]=[C:21](Cl)[CH:22]=1.C(=O)([O-])[O-].[Cs+].[Cs+].CC1(C)C2C(=C(P(C3C=CC=CC=3)C3C=CC=CC=3)C=CC=2)OC2C(P(C3C=CC=CC=3)C3C=CC=CC=3)=CC=CC1=2. (5) Given the product [Cl:1][C:2]1[CH:24]=[C:23]([CH3:25])[C:5]([O:6][C:7]2[C:12]([OH:13])=[C:11]([C:15](=[O:21])[CH:16]([CH2:17][CH3:18])[CH2:19][CH3:20])[CH:10]=[C:9]([CH3:22])[N:8]=2)=[C:4]([CH3:26])[CH:3]=1, predict the reactants needed to synthesize it. The reactants are: [Cl:1][C:2]1[CH:24]=[C:23]([CH3:25])[C:5]([O:6][C:7]2[C:12]([O:13]C)=[C:11]([C:15](=[O:21])[CH:16]([CH2:19][CH3:20])[CH2:17][CH3:18])[CH:10]=[C:9]([CH3:22])[N:8]=2)=[C:4]([CH3:26])[CH:3]=1.B(Br)(Br)Br.B(Cl)(Cl)Cl. (6) Given the product [CH2:1]([NH:5][C:6](=[O:10])[C:7](=[CH2:9])[CH2:8][C@H:22]([OH:23])[C@@H:21]([NH:42][C:57]([O:46][C:45]([CH3:44])([CH3:47])[CH3:50])=[O:56])[CH2:24][C@@H:25]([CH:37]([CH3:39])[CH3:38])[CH2:26][C:27]1[CH:32]=[CH:31][C:30]([C:33]([CH3:36])([CH3:35])[CH3:34])=[CH:29][CH:28]=1)[CH2:2][CH2:3][CH3:4], predict the reactants needed to synthesize it. The reactants are: [CH2:1]([NH:5][C:6](=[O:10])[C:7]([CH3:9])=[CH2:8])[CH2:2][CH2:3][CH3:4].C([Li])CCC.C(O[C@@:21]([NH2:42])([C:24](=C=O)[C@H:25]([CH:37]([CH3:39])[CH3:38])[CH2:26][C:27]1[CH:32]=[CH:31][C:30]([C:33]([CH3:36])([CH3:35])[CH3:34])=[CH:29][CH:28]=1)[CH:22]=[O:23])(C)(C)C.C(O)(=O)[CH2:44][C:45]([CH2:50]C(O)=O)([C:47](O)=O)[OH:46].[O:56]1CCC[CH2:57]1. (7) Given the product [C:35]([C@@H:10]1[CH2:9][CH:8]([CH2:7][C:4]2[CH:5]=[CH:6][C:1]([C:23]3[CH:24]=[CH:25][CH:26]=[CH:27][CH:28]=3)=[CH:2][CH:3]=2)[N:12](/[CH:13]=[CH:14]/[C:15]2[CH:16]=[CH:17][CH:18]=[CH:19][CH:29]=2)[C:11]1=[O:22])(=[O:42])[C:36]1[CH:41]=[CH:40][CH:39]=[CH:38][CH:37]=1, predict the reactants needed to synthesize it. The reactants are: [C:1]1([C:23]2[CH:28]=[CH:27][CH:26]=[CH:25][CH:24]=2)[CH:6]=[CH:5][C:4]([CH2:7][C@H:8]2[N:12]([CH2:13][C:14]3[CH:19]=[CH:18][C:17](OC)=[CH:16][CH:15]=3)[C:11](=[O:22])[CH2:10][CH2:9]2)=[CH:3][CH:2]=1.[CH3:29]C([O-])(C)C.[K+].[C:35](OC)(=[O:42])[C:36]1[CH:41]=[CH:40][CH:39]=[CH:38][CH:37]=1.